From a dataset of Reaction yield outcomes from USPTO patents with 853,638 reactions. Predict the reaction yield, written as a fraction of the theoretical maximum amount of product (1.0 means a 100% yield; for example, 0.34 means a 34% yield). (1) The reactants are [CH:1]1([C:5]2[C:10]([OH:11])=[C:9]([F:12])[C:8]([C:13]3[CH:22]=[N:21][C:20]4[NH:19][CH2:18][CH2:17][O:16][C:15]=4[CH:14]=3)=[CH:7][CH:6]=2)[CH2:4][CH2:3][CH2:2]1.Br[CH2:24][C:25]1[CH:30]=[CH:29][C:28]([CH2:31][C:32]([OH:34])=[O:33])=[CH:27][CH:26]=1.CC(C)([O-])C.[K+]. The catalyst is CS(C)=O. The product is [CH:1]1([C:5]2[C:10]([O:11][CH2:24][C:25]3[CH:26]=[CH:27][C:28]([CH2:31][C:32]([OH:34])=[O:33])=[CH:29][CH:30]=3)=[C:9]([F:12])[C:8]([C:13]3[CH:22]=[N:21][C:20]4[NH:19][CH2:18][CH2:17][O:16][C:15]=4[CH:14]=3)=[CH:7][CH:6]=2)[CH2:2][CH2:3][CH2:4]1. The yield is 0.0900. (2) The reactants are [C:1]([O:5][C:6](=[O:37])[C@@H:7]([NH:24][C:25](=[O:36])[C:26]1[CH:31]=[CH:30][C:29]([C:32]([CH3:35])([CH3:34])[CH3:33])=[CH:28][CH:27]=1)[CH2:8][C:9]1[CH:14]=[CH:13][C:12]([C:15]2[N:20]=[CH:19][C:18]([C:21]([OH:23])=O)=[CH:17][N:16]=2)=[CH:11][CH:10]=1)([CH3:4])([CH3:3])[CH3:2].C(Cl)CCl.[C:42]([NH:50][NH2:51])(=[O:49])[CH2:43][CH2:44][CH2:45][CH2:46][CH2:47][CH3:48]. The catalyst is C(Cl)Cl.CN(C1C=CN=CC=1)C.C([O-])(O)=O.[Na+]. The product is [C:32]([C:29]1[CH:28]=[CH:27][C:26]([C:25]([NH:24][C@@H:7]([CH2:8][C:9]2[CH:14]=[CH:13][C:12]([C:15]3[N:20]=[CH:19][C:18]([C:21]([NH:51][NH:50][C:42](=[O:49])[CH2:43][CH2:44][CH2:45][CH2:46][CH2:47][CH3:48])=[O:23])=[CH:17][N:16]=3)=[CH:11][CH:10]=2)[C:6]([O:5][C:1]([CH3:2])([CH3:3])[CH3:4])=[O:37])=[O:36])=[CH:31][CH:30]=1)([CH3:34])([CH3:33])[CH3:35]. The yield is 0.610. (3) The reactants are [CH3:1][O:2][C:3]([C:5]1[CH:14]=[CH:13][C:12]2[C:11](=[O:15])[CH2:10][CH2:9][CH2:8][C:7]=2[CH:6]=1)=[O:4].[C:16]1([CH:21]=O)[CH2:20][CH2:19][CH2:18][CH:17]=1. No catalyst specified. The product is [C:16]1([CH:21]=[C:10]2[CH2:9][CH2:8][C:7]3[CH:6]=[C:5]([C:3]([O:2][CH3:1])=[O:4])[CH:14]=[CH:13][C:12]=3[C:11]2=[O:15])[CH2:20][CH2:19][CH2:18][CH:17]=1. The yield is 0.700. (4) The reactants are Cl[CH2:2][CH2:3][O:4][C:5]1[CH:6]=[C:7]2[C:12](=[CH:13][C:14]=1[O:15][CH3:16])[N:11]=[C:10]([C:17]1[CH:22]=[CH:21][C:20]([C:23]3[CH:28]=[CH:27][CH:26]=[CH:25][CH:24]=3)=[C:19]([F:29])[CH:18]=1)[N:9]=[C:8]2[NH:30][C:31]1[CH:32]=[C:33]2[C:37](=[CH:38][CH:39]=1)[N:36](C([O-])=O)[N:35]=[CH:34]2.[NH:43]1[CH2:47][CH2:46][CH2:45][CH2:44]1.O. The catalyst is CS(C)=O. The product is [F:29][C:19]1[CH:18]=[C:17]([C:10]2[N:9]=[C:8]([NH:30][C:31]3[CH:32]=[C:33]4[C:37](=[CH:38][CH:39]=3)[NH:36][N:35]=[CH:34]4)[C:7]3[C:12](=[CH:13][C:14]([O:15][CH3:16])=[C:5]([O:4][CH2:3][CH2:2][N:43]4[CH2:47][CH2:46][CH2:45][CH2:44]4)[CH:6]=3)[N:11]=2)[CH:22]=[CH:21][C:20]=1[C:23]1[CH:28]=[CH:27][CH:26]=[CH:25][CH:24]=1. The yield is 0.840. (5) The reactants are [Cl:1][C:2]1[CH:3]=[C:4]([CH:8]=[C:9]([Cl:27])[C:10]=1[C:11]([N:13]1[C:21]2[CH:20]=[CH:19][N:18]=[C:17]([C:22]([CH:24]3[CH2:26][CH2:25]3)=[O:23])[C:16]=2[CH:15]=[CH:14]1)=[O:12])[C:5]([OH:7])=O.C(N=C=NCCCN(C)C)C.ON1C2C=CC=CC=2N=N1.[NH2:49][CH2:50][CH2:51][NH:52][C:53](=[O:59])[O:54][C:55]([CH3:58])([CH3:57])[CH3:56].C(=O)(O)[O-].[Na+]. The catalyst is CN(C)C=O. The product is [Cl:1][C:2]1[CH:3]=[C:4]([CH:8]=[C:9]([Cl:27])[C:10]=1[C:11]([N:13]1[C:21]2[CH:20]=[CH:19][N:18]=[C:17]([C:22]([CH:24]3[CH2:25][CH2:26]3)=[O:23])[C:16]=2[CH:15]=[CH:14]1)=[O:12])[C:5]([NH:49][CH2:50][CH2:51][NH:52][C:53](=[O:59])[O:54][C:55]([CH3:57])([CH3:56])[CH3:58])=[O:7]. The yield is 0.350.